This data is from Full USPTO retrosynthesis dataset with 1.9M reactions from patents (1976-2016). The task is: Predict the reactants needed to synthesize the given product. (1) Given the product [Br:1][C:2]1[N:7]=[C:6]([CH2:8][OH:9])[C:5]([Cl:13])=[CH:4][CH:3]=1, predict the reactants needed to synthesize it. The reactants are: [Br:1][C:2]1[N:7]=[C:6]([C:8](OCC)=[O:9])[C:5]([Cl:13])=[CH:4][CH:3]=1.[H-].C([Al+]CC(C)C)C(C)C.C(O)(=O)CC(CC(O)=O)(C(O)=O)O. (2) Given the product [CH3:20][N:21](/[CH:23]=[N:1]/[C:2]1[C:3]([C:14]([O:16][CH3:17])=[O:15])=[CH:4][C:5]2[C:10]([CH:11]=1)=[CH:9][C:8]([O:12][CH3:13])=[CH:7][CH:6]=2)[CH3:22], predict the reactants needed to synthesize it. The reactants are: [NH2:1][C:2]1[C:3]([C:14]([O:16][CH3:17])=[O:15])=[CH:4][C:5]2[C:10]([CH:11]=1)=[CH:9][C:8]([O:12][CH3:13])=[CH:7][CH:6]=2.CO[CH:20](OC)[N:21]([CH3:23])[CH3:22].